Dataset: Full USPTO retrosynthesis dataset with 1.9M reactions from patents (1976-2016). Task: Predict the reactants needed to synthesize the given product. (1) Given the product [Br:1][C:2]1[CH:3]=[C:4]([NH:5][C:21]([NH:20][C:17]2[CH:18]=[CH:19][C:14]([Cl:13])=[C:15]([C:23]([F:25])([F:24])[F:26])[CH:16]=2)=[O:22])[CH:6]=[C:7]([C:9]([F:10])([F:11])[F:12])[CH:8]=1, predict the reactants needed to synthesize it. The reactants are: [Br:1][C:2]1[CH:3]=[C:4]([CH:6]=[C:7]([C:9]([F:12])([F:11])[F:10])[CH:8]=1)[NH2:5].[Cl:13][C:14]1[CH:19]=[CH:18][C:17]([N:20]=[C:21]=[O:22])=[CH:16][C:15]=1[C:23]([F:26])([F:25])[F:24]. (2) Given the product [CH3:14][Si:13]([CH3:16])([CH3:15])[CH2:12][CH2:11][O:10][CH2:9][N:5]1[CH:6]=[CH:7][N:8]=[C:4]1[NH2:1], predict the reactants needed to synthesize it. The reactants are: [N+:1]([C:4]1[N:5]([CH2:9][O:10][CH2:11][CH2:12][Si:13]([CH3:16])([CH3:15])[CH3:14])[CH:6]=[CH:7][N:8]=1)([O-])=O. (3) Given the product [NH2:21][CH2:2][C:3]1[C:4]([C:17]([F:20])([F:19])[F:18])=[N:5][C:6]([NH:9][C:10]2[CH:15]=[CH:14][CH:13]=[C:12]([Cl:16])[CH:11]=2)=[N:7][CH:8]=1, predict the reactants needed to synthesize it. The reactants are: Br[CH2:2][C:3]1[C:4]([C:17]([F:20])([F:19])[F:18])=[N:5][C:6]([NH:9][C:10]2[CH:15]=[CH:14][CH:13]=[C:12]([Cl:16])[CH:11]=2)=[N:7][CH:8]=1.[NH3:21]. (4) Given the product [C:1]([N:4]1[C:12]2[C:7](=[CH:8][CH:9]=[CH:10][CH:11]=2)[C:6]([CH3:15])([CH3:5])[C:16]1=[O:19])(=[O:3])[CH3:2], predict the reactants needed to synthesize it. The reactants are: [C:1]([N:4]1[C:12]2[C:7](=[CH:8][CH:9]=[CH:10][CH:11]=2)[CH2:6][C:5]1=O)(=[O:3])[CH3:2].I[CH3:15].[C:16](=[O:19])([O-])[O-].[K+].[K+]. (5) Given the product [C:1]([O:5][C:6]([N:8]1[CH2:13][CH2:12][O:11][CH:10]([CH2:14][O:15][C:25]2[N:24]=[N:23][C:22]([CH2:18][CH2:19][CH2:20][CH3:21])=[C:27]([C:28]3[CH:29]=[CH:30][C:31]([O:34][CH:35]4[CH2:40][CH2:39][CH2:38][CH2:37][CH2:36]4)=[CH:32][CH:33]=3)[CH:26]=2)[CH2:9]1)=[O:7])([CH3:4])([CH3:3])[CH3:2], predict the reactants needed to synthesize it. The reactants are: [C:1]([O:5][C:6]([N:8]1[CH2:13][CH2:12][O:11][CH:10]([CH2:14][OH:15])[CH2:9]1)=[O:7])([CH3:4])([CH3:3])[CH3:2].[H-].[Na+].[CH2:18]([C:22]1[N:23]=[N:24][C:25](Cl)=[CH:26][C:27]=1[C:28]1[CH:33]=[CH:32][C:31]([O:34][CH:35]2[CH2:40][CH2:39][CH2:38][CH2:37][CH2:36]2)=[CH:30][CH:29]=1)[CH2:19][CH2:20][CH3:21].O. (6) Given the product [CH3:24][C:25]1[CH:30]=[C:29]([N+:31]([O-:33])=[O:32])[CH:28]=[CH:27][C:26]=1[N:34]=[C:35]1[NH:11][C@@H:8]([CH2:1][C:2]2[CH:7]=[CH:6][CH:5]=[CH:4][CH:3]=2)[CH2:9][S:36]1, predict the reactants needed to synthesize it. The reactants are: [CH2:1]([C@H:8]([NH2:11])[CH2:9]O)[C:2]1[CH:7]=[CH:6][CH:5]=[CH:4][CH:3]=1.[Cl-].ClC[C@@H]([NH3+])CC1C=CC=CC=1.[CH3:24][C:25]1[CH:30]=[C:29]([N+:31]([O-:33])=[O:32])[CH:28]=[CH:27][C:26]=1[N:34]=[C:35]=[S:36].